This data is from Full USPTO retrosynthesis dataset with 1.9M reactions from patents (1976-2016). The task is: Predict the reactants needed to synthesize the given product. (1) Given the product [Br:29][C:30]1[CH:31]=[C:32]([CH:35]=[CH:36][CH:37]=1)[CH2:33][O:25][C:20]1[CH:21]=[CH:22][CH:23]=[CH:24][C:19]=1[CH2:18][C:17]1[C:13]([O:12][C@@H:1]2[O:9][C@H:8]([CH2:10][OH:11])[C@@H:6]([OH:7])[C@H:4]([OH:5])[C@H:2]2[OH:3])=[N:14][NH:15][C:16]=1[CH:26]([CH3:28])[CH3:27], predict the reactants needed to synthesize it. The reactants are: [C@@H:1]1([O:12][C:13]2[C:17]([CH2:18][C:19]3[CH:24]=[CH:23][CH:22]=[CH:21][C:20]=3[OH:25])=[C:16]([CH:26]([CH3:28])[CH3:27])[NH:15][N:14]=2)[O:9][C@H:8]([CH2:10][OH:11])[C@@H:6]([OH:7])[C@H:4]([OH:5])[C@H:2]1[OH:3].[Br:29][C:30]1[CH:31]=[C:32]([CH:35]=[CH:36][CH:37]=1)[CH2:33]Br. (2) Given the product [CH2:4]([O:11][C:12]1[CH:21]=[CH:20][C:19]([CH:22]([OH:35])[CH2:23][NH:24][C:25]([CH3:34])([CH3:33])[CH2:26][CH2:27][N:28]2[CH:29]=[N:30][N:31]=[CH:32]2)=[CH:18][C:13]=1[CH2:14][OH:15])[C:5]1[CH:6]=[CH:7][CH:8]=[CH:9][CH:10]=1, predict the reactants needed to synthesize it. The reactants are: [Cl-].[Ca+2].[Cl-].[CH2:4]([O:11][C:12]1[CH:21]=[CH:20][C:19]([C:22](=[O:35])[CH2:23][NH:24][C:25]([CH3:34])([CH3:33])[CH2:26][CH2:27][N:28]2[CH:32]=[N:31][N:30]=[CH:29]2)=[CH:18][C:13]=1[C:14](OC)=[O:15])[C:5]1[CH:10]=[CH:9][CH:8]=[CH:7][CH:6]=1.[BH4-].[Na+].CC(C)=O. (3) Given the product [CH3:13][O:14][CH2:15][CH2:16][NH:17][C:2]1[C:3]([C:8]([O:10][CH2:11][CH3:12])=[O:9])=[N:4][CH:5]=[CH:6][CH:7]=1, predict the reactants needed to synthesize it. The reactants are: F[C:2]1[C:3]([C:8]([O:10][CH2:11][CH3:12])=[O:9])=[N:4][CH:5]=[CH:6][CH:7]=1.[CH3:13][O:14][CH2:15][CH2:16][NH2:17]. (4) Given the product [CH3:31][O:32][C:33](=[O:42])[CH2:34][C:35]1[CH:40]=[CH:39][C:38]([C:28]#[C:26][C:14]2[CH:15]=[C:16]3[C:25](=[CH:12][CH:13]=2)[N:45]([CH:48]2[CH2:49][CH2:51]2)[CH2:19][CH2:18][C:17]3([CH3:23])[CH3:24])=[CH:37][CH:36]=1, predict the reactants needed to synthesize it. The reactants are: COC(=O)C1C=CC(C#C[C:12]2[CH:13]=[C:14]([CH:26]3[CH2:28]C3)[C:15]3O[C:19]4(CC4)[CH2:18][C:17]([CH3:24])([CH3:23])[C:16]=3[CH:25]=2)=CC=1F.[CH3:31][O:32][C:33](=[O:42])[CH2:34][C:35]1[CH:40]=[CH:39][C:38](I)=[CH:37][CH:36]=1.C([N:45]([CH2:48][CH3:49])CC)C.O1CCC[CH2:51]1. (5) Given the product [CH3:32][NH:31][C:29]([NH:28][C:25]1[CH:26]=[CH:27][C:22]([C:10]2[N:11]=[C:12]([N:14]3[CH2:20][CH:19]4[O:21][CH:16]([CH2:17][CH2:18]4)[CH2:15]3)[N:13]=[C:8]([C:5]3[CH:4]=[CH:3][C:2]([NH:1][C:43]([NH:42][C:39]4[CH:40]=[CH:41][C:36]([C:33]([NH2:34])=[O:35])=[CH:37][CH:38]=4)=[O:44])=[CH:7][CH:6]=3)[N:9]=2)=[CH:23][CH:24]=1)=[O:30], predict the reactants needed to synthesize it. The reactants are: [NH2:1][C:2]1[CH:7]=[CH:6][C:5]([C:8]2[N:13]=[C:12]([N:14]3[CH2:20][CH:19]4[O:21][CH:16]([CH2:17][CH2:18]4)[CH2:15]3)[N:11]=[C:10]([C:22]3[CH:27]=[CH:26][C:25]([NH:28][C:29]([NH:31][CH3:32])=[O:30])=[CH:24][CH:23]=3)[N:9]=2)=[CH:4][CH:3]=1.[C:33]([C:36]1[CH:41]=[CH:40][C:39]([NH:42][C:43](=O)[O:44]C2C=CC=CC=2)=[CH:38][CH:37]=1)(=[O:35])[NH2:34]. (6) Given the product [CH:11]([N:7]1[C:8]2[C:4](=[CH:3][C:2]([NH:1][S:36]([CH3:35])(=[O:38])=[O:37])=[CH:10][CH:9]=2)[C:5]([C:29]2[CH:30]=[CH:31][CH:32]=[CH:33][CH:34]=2)=[C:6]1[C:24]([OH:26])=[O:25])([C:12]1[CH:13]=[CH:14][CH:15]=[CH:16][CH:17]=1)[C:18]1[CH:23]=[CH:22][CH:21]=[CH:20][CH:19]=1, predict the reactants needed to synthesize it. The reactants are: [NH2:1][C:2]1[CH:3]=[C:4]2[C:8](=[CH:9][CH:10]=1)[N:7]([CH:11]([C:18]1[CH:23]=[CH:22][CH:21]=[CH:20][CH:19]=1)[C:12]1[CH:17]=[CH:16][CH:15]=[CH:14][CH:13]=1)[C:6]([C:24]([O:26]CC)=[O:25])=[C:5]2[C:29]1[CH:34]=[CH:33][CH:32]=[CH:31][CH:30]=1.[CH3:35][S:36](Cl)(=[O:38])=[O:37].